From a dataset of Experimentally validated miRNA-target interactions with 360,000+ pairs, plus equal number of negative samples. Binary Classification. Given a miRNA mature sequence and a target amino acid sequence, predict their likelihood of interaction. The miRNA is hsa-miR-216a-3p with sequence UCACAGUGGUCUCUGGGAUUAU. The protein sequence of the target gene is MAISGVPVLGFFIIAVLMSAQESWAIKEEHVIIQAEFYLNPDQSGEFMFDFDGDEIFHVDMAKKETVWRLEEFGRFASFEAQGALANIAVDKANLEIMTKRSNYTPITNVPPEVTVLTNSPVELREPNVLICFIDKFTPPVVNVTWLRNGKPVTTGVSETVFLPREDHLFRKFHYLPFLPSTEDVYDCRVEHWGLDEPLLKHWEFDAPSPLPETTENVVCALGLTVGLVGIIIGTIFIIKGVRKSNAAERRGPL. Result: 1 (interaction).